Dataset: Reaction yield outcomes from USPTO patents with 853,638 reactions. Task: Predict the reaction yield, written as a fraction of the theoretical maximum amount of product (1.0 means a 100% yield; for example, 0.34 means a 34% yield). (1) The reactants are [F:1][C:2]1[CH:3]=[C:4]([NH2:31])[CH:5]=[CH:6][C:7]=1[O:8][C:9]1[CH:14]=[CH:13][N:12]=[C:11]2[CH:15]=[C:16]([C:18]3[O:19][C:20]([CH2:23][N:24]4[CH2:29][CH2:28][N:27]([CH3:30])[CH2:26][CH2:25]4)=[CH:21][CH:22]=3)[S:17][C:10]=12.C1(C)C=CC=CC=1.C(O)C.[C:42]1([CH2:48][C:49]([N:51]=[C:52]=[S:53])=[O:50])[CH:47]=[CH:46][CH:45]=[CH:44][CH:43]=1. The catalyst is C1(C)C=CC=CC=1. The product is [F:1][C:2]1[CH:3]=[C:4]([NH:31][C:52]([NH:51][C:49](=[O:50])[CH2:48][C:42]2[CH:43]=[CH:44][CH:45]=[CH:46][CH:47]=2)=[S:53])[CH:5]=[CH:6][C:7]=1[O:8][C:9]1[CH:14]=[CH:13][N:12]=[C:11]2[CH:15]=[C:16]([C:18]3[O:19][C:20]([CH2:23][N:24]4[CH2:25][CH2:26][N:27]([CH3:30])[CH2:28][CH2:29]4)=[CH:21][CH:22]=3)[S:17][C:10]=12. The yield is 0.100. (2) The reactants are [NH2:1][C:2]1[N:7]=[C:6]([C:8]([OH:10])=O)[CH:5]=[C:4]([C:11]2[O:12][CH:13]=[CH:14][CH:15]=2)[N:3]=1.[NH:16]1[C:24]2[C:19](=[CH:20][C:21]([CH2:25][NH2:26])=[CH:22][CH:23]=2)[CH:18]=[CH:17]1.N=C=N.O.ON1C2C=CC=CC=2N=N1. The catalyst is CN(C=O)C. The product is [NH2:1][C:2]1[N:7]=[C:6]([C:8]([NH:26][CH2:25][C:21]2[CH:20]=[C:19]3[C:24](=[CH:23][CH:22]=2)[NH:16][CH:17]=[CH:18]3)=[O:10])[CH:5]=[C:4]([C:11]2[O:12][CH:13]=[CH:14][CH:15]=2)[N:3]=1. The yield is 0.590. (3) The reactants are C(OC([NH:8][CH:9]([CH2:22][C:23]#[CH:24])[C:10]([NH:12][CH:13]([CH2:18][CH:19]([CH3:21])[CH3:20])[C:14]([O:16][CH3:17])=[O:15])=[O:11])=O)(C)(C)C.[ClH:25].O1CCOCC1. The catalyst is C(Cl)Cl. The product is [Cl-:25].[CH3:17][O:16][C:14](=[O:15])[CH:13]([NH:12][C:10](=[O:11])[CH:9]([NH3+:8])[CH2:22][C:23]#[CH:24])[CH2:18][CH:19]([CH3:21])[CH3:20]. The yield is 0.960. (4) The reactants are [F:1][C:2]([F:36])([F:35])[C:3]1[CH:4]=[C:5]([CH:28]=[C:29]([C:31]([F:34])([F:33])[F:32])[CH:30]=1)[CH2:6][N:7]1[CH2:14][CH2:13][CH2:12][O:11][C:10]2[N:15]=[C:16](Cl)[CH:17]=[C:18]([C:19]3[CH:24]=[CH:23][CH:22]=[CH:21][C:20]=3[CH3:25])[C:9]=2[C:8]1=[O:27].[N:37]1([CH:43]2[CH2:48][CH2:47][NH:46][CH2:45][CH2:44]2)[CH2:42][CH2:41][O:40][CH2:39][CH2:38]1. No catalyst specified. The product is [F:1][C:2]([F:36])([F:35])[C:3]1[CH:4]=[C:5]([CH:28]=[C:29]([C:31]([F:34])([F:33])[F:32])[CH:30]=1)[CH2:6][N:7]1[CH2:14][CH2:13][CH2:12][O:11][C:10]2[N:15]=[C:16]([N:46]3[CH2:47][CH2:48][CH:43]([N:37]4[CH2:42][CH2:41][O:40][CH2:39][CH2:38]4)[CH2:44][CH2:45]3)[CH:17]=[C:18]([C:19]3[CH:24]=[CH:23][CH:22]=[CH:21][C:20]=3[CH3:25])[C:9]=2[C:8]1=[O:27]. The yield is 0.410. (5) The reactants are [CH2:1]([C:5]1[N:10]=[C:9]([CH3:11])[N:8]([CH2:12][C:13]2[CH:18]=[N:17][CH:16]=[CH:15][N:14]=2)[C:7](=[O:19])[C:6]=1[CH2:20][C:21]1[CH:26]=[CH:25][C:24]([C:27]2[CH:32]=[CH:31][CH:30]=[CH:29][C:28]=2[C:33]2[NH:37][C:36](=[O:38])[O:35][N:34]=2)=[CH:23][CH:22]=1)[CH2:2][CH2:3][CH3:4].[ClH:39].C(OCC)(=O)C. The catalyst is C(OCC)(=O)C. The product is [ClH:39].[CH2:1]([C:5]1[N:10]=[C:9]([CH3:11])[N:8]([CH2:12][C:13]2[CH:18]=[N:17][CH:16]=[CH:15][N:14]=2)[C:7](=[O:19])[C:6]=1[CH2:20][C:21]1[CH:26]=[CH:25][C:24]([C:27]2[CH:32]=[CH:31][CH:30]=[CH:29][C:28]=2[C:33]2[NH:37][C:36](=[O:38])[O:35][N:34]=2)=[CH:23][CH:22]=1)[CH2:2][CH2:3][CH3:4]. The yield is 0.860. (6) The reactants are [Br:1][C:2]1[CH:3]=[C:4]([NH:13][CH:14]2[CH2:19][CH2:18][O:17][CH2:16][CH2:15]2)[C:5]([CH3:12])=[C:6]([CH:11]=1)[C:7]([O:9][CH3:10])=[O:8].[CH:20](=O)[CH:21]([CH3:23])[CH3:22].C(O)(=O)C.C([BH3-])#N.[Na+]. The catalyst is CO. The product is [Br:1][C:2]1[CH:3]=[C:4]([N:13]([CH2:20][CH:21]([CH3:23])[CH3:22])[CH:14]2[CH2:19][CH2:18][O:17][CH2:16][CH2:15]2)[C:5]([CH3:12])=[C:6]([CH:11]=1)[C:7]([O:9][CH3:10])=[O:8]. The yield is 0.543. (7) The reactants are [CH3:1][S:2][CH2:3][C@H:4]1[O:8][C:7](=[O:9])[N:6]([NH:10]C(=O)OC(C)(C)C)[CH2:5]1.O1CCOCC1.C(OC(C)C)(C)C.[ClH:31]. The catalyst is C1COCC1. The product is [ClH:31].[NH2:10][N:6]1[CH2:5][C@@H:4]([CH2:3][S:2][CH3:1])[O:8][C:7]1=[O:9]. The yield is 0.850. (8) The reactants are [Br:1][C:2]1[C:11]2[C:6](=[C:7]([OH:12])[CH:8]=[CH:9][CH:10]=2)[CH:5]=[CH:4][CH:3]=1.[C:13]([O-])([O-])=O.[K+].[K+].S(OC)(OC)(=O)=O.O. The catalyst is [Cl-].C([N+](CCCC)(CCCC)CCCC)CCC.CC#N. The product is [Br:1][C:2]1[C:11]2[C:6](=[C:7]([O:12][CH3:13])[CH:8]=[CH:9][CH:10]=2)[CH:5]=[CH:4][CH:3]=1. The yield is 0.640.